From a dataset of Peptide-MHC class I binding affinity with 185,985 pairs from IEDB/IMGT. Regression. Given a peptide amino acid sequence and an MHC pseudo amino acid sequence, predict their binding affinity value. This is MHC class I binding data. (1) The peptide sequence is NLFSKNILK. The MHC is H-2-Db with pseudo-sequence H-2-Db. The binding affinity (normalized) is 0. (2) The peptide sequence is DEHHHDDSL. The MHC is HLA-B40:01 with pseudo-sequence HLA-B40:01. The binding affinity (normalized) is 0.418. (3) The peptide sequence is RMFGSKPTF. The MHC is HLA-A32:01 with pseudo-sequence HLA-A32:01. The binding affinity (normalized) is 0.151. (4) The peptide sequence is IEELRRHLL. The MHC is HLA-B53:01 with pseudo-sequence HLA-B53:01. The binding affinity (normalized) is 0. (5) The peptide sequence is VCYNAVLTH. The MHC is H-2-Dd with pseudo-sequence H-2-Dd. The binding affinity (normalized) is 0. (6) The peptide sequence is NLNIVRDMLV. The MHC is HLA-A02:01 with pseudo-sequence HLA-A02:01. The binding affinity (normalized) is 0.692.